Dataset: Reaction yield outcomes from USPTO patents with 853,638 reactions. Task: Predict the reaction yield, written as a fraction of the theoretical maximum amount of product (1.0 means a 100% yield; for example, 0.34 means a 34% yield). (1) The reactants are [F:1][C:2]1[CH:7]=[CH:6][C:5]([C:8]2[CH:16]=[C:15]3[N:10]([C:11]([S:17][CH3:18])=[N:12][CH:13]=[CH:14]3)[N:9]=2)=[CH:4][CH:3]=1.[C:19](OC(=O)C)(=[O:21])[CH3:20].B(F)(F)F.CCOCC.C(#N)C. The catalyst is C1(C)C=CC=CC=1. The product is [F:1][C:2]1[CH:3]=[CH:4][C:5]([C:8]2[C:16]([C:19](=[O:21])[CH3:20])=[C:15]3[N:10]([C:11]([S:17][CH3:18])=[N:12][CH:13]=[CH:14]3)[N:9]=2)=[CH:6][CH:7]=1. The yield is 0.630. (2) The reactants are CO[C:3](=[O:25])[C:4]1[CH:9]=[C:8]([CH2:10][CH2:11][CH2:12][O:13]C2CCCCO2)[C:7]([C:20]([F:23])([F:22])[F:21])=[CH:6][C:5]=1[NH2:24].CC[N:28]([CH2:31]C)CC.[CH3:33][S:34]([NH:37]N)(=[O:36])=[O:35].[OH-:39].[Na+].Cl. The catalyst is C1COCC1.CCOC(C)=O. The yield is 0.0900. The product is [OH:13][CH2:12][CH2:11][CH2:10][C:8]1[CH:9]=[C:4]2[C:5](=[CH:6][C:7]=1[C:20]([F:21])([F:22])[F:23])[NH:24][C:31](=[O:39])[N:28]([NH:37][S:34]([CH3:33])(=[O:36])=[O:35])[C:3]2=[O:25]. (3) The reactants are [H-].[Na+].[CH3:3][O:4][C:5](=[O:11])[C:6]([CH3:10])([CH3:9])[CH2:7][OH:8].[CH2:12](OS(C1C=CC(C)=CC=1)(=O)=O)C. The catalyst is CN(C)C=O.O.CCCCCC. The product is [CH3:3][O:4][C:5](=[O:11])[C:6]([CH3:10])([CH3:9])[CH2:7][O:8][CH3:12]. The yield is 0.470. (4) The reactants are [Cl:1][C:2]1[CH:3]=[C:4]([NH:9][NH2:10])[CH:5]=[CH:6][C:7]=1[Cl:8].Cl.[C:12](OC(=O)C)(=[O:14])[CH3:13]. No catalyst specified. The yield is 0.810. The product is [Cl:1][C:2]1[CH:3]=[C:4]([NH:9][NH:10][C:12](=[O:14])[CH3:13])[CH:5]=[CH:6][C:7]=1[Cl:8]. (5) The reactants are Cl[C:2]1[CH:7]=[C:6]([Cl:8])[N:5]=[C:4]([CH3:9])[N:3]=1.[OH:10][C:11]1[CH:37]=[CH:36][CH:35]=[CH:34][C:12]=1[CH2:13][NH:14][C:15]([NH:17][C:18]1[N:22]([C:23]2[CH:28]=[CH:27][C:26]([CH3:29])=[CH:25][CH:24]=2)[N:21]=[C:20]([C:30]([CH3:33])([CH3:32])[CH3:31])[CH:19]=1)=[O:16].[OH-].[Na+].[Cl-].[NH4+]. The catalyst is CC(C)=O. The product is [Cl:8][C:6]1[N:5]=[C:4]([CH3:9])[N:3]=[C:2]([O:10][C:11]2[CH:37]=[CH:36][CH:35]=[CH:34][C:12]=2[CH2:13][NH:14][C:15]([NH:17][C:18]2[N:22]([C:23]3[CH:28]=[CH:27][C:26]([CH3:29])=[CH:25][CH:24]=3)[N:21]=[C:20]([C:30]([CH3:32])([CH3:33])[CH3:31])[CH:19]=2)=[O:16])[CH:7]=1. The yield is 0.900.